Task: Regression. Given two drug SMILES strings and cell line genomic features, predict the synergy score measuring deviation from expected non-interaction effect.. Dataset: NCI-60 drug combinations with 297,098 pairs across 59 cell lines Drug 1: CC12CCC(CC1=CCC3C2CCC4(C3CC=C4C5=CN=CC=C5)C)O. Drug 2: CC1CCC2CC(C(=CC=CC=CC(CC(C(=O)C(C(C(=CC(C(=O)CC(OC(=O)C3CCCCN3C(=O)C(=O)C1(O2)O)C(C)CC4CCC(C(C4)OC)OCCO)C)C)O)OC)C)C)C)OC. Cell line: K-562. Synergy scores: CSS=35.3, Synergy_ZIP=-0.605, Synergy_Bliss=3.60, Synergy_Loewe=3.82, Synergy_HSA=6.52.